This data is from Full USPTO retrosynthesis dataset with 1.9M reactions from patents (1976-2016). The task is: Predict the reactants needed to synthesize the given product. Given the product [C:12]([O:16][C:17]([NH:18][N:19]1[C:1](=[O:11])[C:2]2=[CH:10][CH:9]=[CH:8][CH:7]=[C:3]2[C:4]1=[O:6])=[O:20])([CH3:15])([CH3:14])[CH3:13], predict the reactants needed to synthesize it. The reactants are: [C:1]1(=[O:11])[O:6][C:4](=O)[C:3]2=[CH:7][CH:8]=[CH:9][CH:10]=[C:2]12.[C:12]([O:16][C:17](=[O:20])[NH:18][NH2:19])([CH3:15])([CH3:14])[CH3:13].